This data is from Full USPTO retrosynthesis dataset with 1.9M reactions from patents (1976-2016). The task is: Predict the reactants needed to synthesize the given product. (1) Given the product [CH2:35]([O:34][C:32](=[O:33])[CH:31]([N:21]1[CH2:20][CH2:19][CH:18]([C@@H:6]2[CH2:5][C:4]3[C:9](=[CH:10][CH:11]=[C:12]([CH3:13])[C:3]=3[OH:2])[C@H:8]([CH2:14][NH:15][CH:16]=[O:17])[O:7]2)[CH2:23][CH2:22]1)[C:26]1[CH:27]=[CH:28][CH:29]=[CH:30][CH:25]=1)[CH3:36], predict the reactants needed to synthesize it. The reactants are: C[O:2][C:3]1[C:12]([CH3:13])=[CH:11][CH:10]=[C:9]2[C:4]=1[CH2:5][C@@H:6]([CH:18]1[CH2:23][CH2:22][NH:21][CH2:20][CH2:19]1)[O:7][C@H:8]2[CH2:14][NH:15][CH:16]=[O:17].Br[C:25]1[CH:30]=[CH:29][CH:28]=[CH:27][C:26]=1[CH2:31][C:32]([O:34][CH2:35][CH3:36])=[O:33].C(N(C(C)C)CC)(C)C. (2) Given the product [NH:5]1[C:13]2[C:8](=[CH:9][C:10]([NH:14][CH:15]3[CH2:20][CH2:19][CH2:18][N:17]([CH2:23][C:25]4[CH:26]=[C:27]([CH:35]=[CH:36][CH:37]=4)[O:28][CH2:29][CH2:30][NH:31][C:32](=[O:34])[CH3:33])[CH2:16]3)=[CH:11][CH:12]=2)[CH:7]=[N:6]1, predict the reactants needed to synthesize it. The reactants are: CC(C)(C)C([N:5]1[C:13]2[C:8](=[CH:9][C:10]([NH:14][CH:15]3[CH2:20][CH2:19][CH2:18][NH:17][CH2:16]3)=[CH:11][CH:12]=2)[CH:7]=[N:6]1)=O.[CH:23]([C:25]1[CH:26]=[C:27]([CH:35]=[CH:36][CH:37]=1)[O:28][CH2:29][CH2:30][NH:31][C:32](=[O:34])[CH3:33])=O.C(O[BH-](OC(=O)C)OC(=O)C)(=O)C.[Na+].C([O-])([O-])=O.[K+].[K+]. (3) Given the product [N+:1]([C:4]1[CH:5]=[C:6]([CH2:10][C:11]([CH3:14])=[O:13])[CH:7]=[CH:8][CH:9]=1)([O-:3])=[O:2], predict the reactants needed to synthesize it. The reactants are: [N+:1]([C:4]1[CH:5]=[C:6]([CH2:10][C:11]([OH:13])=O)[CH:7]=[CH:8][CH:9]=1)([O-:3])=[O:2].[C:14](O)(=O)C.O. (4) Given the product [Cl:1][C:2]1[CH:7]=[CH:6][C:5]([CH:8]2[CH2:13][CH2:12][NH:11][CH2:10][CH:9]2[O:22][CH2:23][C:24]2[CH:33]=[CH:32][C:31]3[C:26](=[CH:27][CH:28]=[CH:29][CH:30]=3)[CH:25]=2)=[CH:4][CH:3]=1, predict the reactants needed to synthesize it. The reactants are: [Cl:1][C:2]1[CH:7]=[CH:6][C:5]([CH:8]2[CH2:13][CH2:12][N:11](C(OCC(Cl)(Cl)Cl)=O)[CH2:10][CH:9]2[O:22][CH2:23][C:24]2[CH:33]=[CH:32][C:31]3[C:26](=[CH:27][CH:28]=[CH:29][CH:30]=3)[CH:25]=2)=[CH:4][CH:3]=1. (5) Given the product [CH2:22]([O:24][C:25]([C:27]1([NH:32][C:33]([CH:35]2[CH2:39][CH:38]([O:40][C:41]3[C:50]4[C:45](=[CH:46][CH:47]=[CH:48][CH:49]=4)[CH:44]=[CH:43][N:42]=3)[CH2:37][N:36]2[C:10](=[O:12])[CH:9]([NH:8][C:6]([O:5][C:1]([CH3:2])([CH3:3])[CH3:4])=[O:7])[CH2:13][CH2:14][CH2:15][CH2:16][CH2:17][CH:18]=[CH2:19])=[O:34])[CH2:29][CH:28]1[CH:30]=[CH2:31])=[O:26])[CH3:23], predict the reactants needed to synthesize it. The reactants are: [C:1]([O:5][C:6]([NH:8][C@@H:9]([CH2:13][CH2:14][CH2:15][CH2:16][CH2:17][CH:18]=[CH2:19])[C:10]([OH:12])=O)=[O:7])([CH3:4])([CH3:3])[CH3:2].Cl.Cl.[CH2:22]([O:24][C:25]([C:27]1([NH:32][C:33]([CH:35]2[CH2:39][CH:38]([O:40][C:41]3[C:50]4[C:45](=[CH:46][CH:47]=[CH:48][CH:49]=4)[CH:44]=[CH:43][N:42]=3)[CH2:37][NH:36]2)=[O:34])[CH2:29][CH:28]1[CH:30]=[CH2:31])=[O:26])[CH3:23].CN1CCOCC1.CN(C(ON1N=NC2C=CC=NC1=2)=[N+](C)C)C.F[P-](F)(F)(F)(F)F. (6) Given the product [NH2:16][C:4]1[CH:3]=[C:2]([CH3:1])[C:7]([CH3:8])=[CH:6][C:5]=1[NH:9][CH2:10][CH2:11][CH2:12][CH2:13][CH2:14][OH:15], predict the reactants needed to synthesize it. The reactants are: [CH3:1][C:2]1[C:7]([CH3:8])=[CH:6][C:5]([NH:9][CH2:10][CH2:11][CH2:12][CH2:13][CH2:14][OH:15])=[C:4]([N+:16]([O-])=O)[CH:3]=1.[BH4-].[Na+].[H][H].